Dataset: CYP2C9 inhibition data for predicting drug metabolism from PubChem BioAssay. Task: Regression/Classification. Given a drug SMILES string, predict its absorption, distribution, metabolism, or excretion properties. Task type varies by dataset: regression for continuous measurements (e.g., permeability, clearance, half-life) or binary classification for categorical outcomes (e.g., BBB penetration, CYP inhibition). Dataset: cyp2c9_veith. The molecule is CNC(=O)NC(=O)CSc1nnc(-c2ccco2)n1Cc1ccccc1. The result is 0 (non-inhibitor).